Dataset: Reaction yield outcomes from USPTO patents with 853,638 reactions. Task: Predict the reaction yield, written as a fraction of the theoretical maximum amount of product (1.0 means a 100% yield; for example, 0.34 means a 34% yield). (1) The catalyst is C1C=CC(P(C2C=CC=CC=2)[C-]2C=CC=C2)=CC=1.C1C=CC(P(C2C=CC=CC=2)[C-]2C=CC=C2)=CC=1.Cl[Pd]Cl.[Fe+2].O.C(#N)C. The yield is 0.310. The reactants are Br[C:2]1[CH:3]=[C:4]([NH:10][C:11]2[CH:16]=[CH:15][C:14]([N:17]3[CH2:22][CH2:21][N:20]([CH:23]4[CH2:26][O:25][CH2:24]4)[CH2:19][C:18]3([CH3:28])[CH3:27])=[CH:13][N:12]=2)[C:5](=[O:9])[N:6]([CH3:8])[CH:7]=1.[C:29]([O:32][CH2:33][C:34]1[C:35]([N:49]2[CH2:61][CH2:60][N:52]3[C:53]4[CH2:54][CH2:55][CH2:56][CH2:57][C:58]=4[CH:59]=[C:51]3[C:50]2=[O:62])=[N:36][CH:37]=[CH:38][C:39]=1B1OC(C)(C)C(C)(C)O1)(=[O:31])[CH3:30].[O-]P([O-])([O-])=O.[K+].[K+].[K+].C([O-])(=O)C.[Na+]. The product is [C:29]([O:32][CH2:33][C:34]1[C:35]([N:49]2[CH2:61][CH2:60][N:52]3[C:53]4[CH2:54][CH2:55][CH2:56][CH2:57][C:58]=4[CH:59]=[C:51]3[C:50]2=[O:62])=[N:36][CH:37]=[CH:38][C:39]=1[C:2]1[CH:3]=[C:4]([NH:10][C:11]2[CH:16]=[CH:15][C:14]([N:17]3[CH2:22][CH2:21][N:20]([CH:23]4[CH2:24][O:25][CH2:26]4)[CH2:19][C:18]3([CH3:27])[CH3:28])=[CH:13][N:12]=2)[C:5](=[O:9])[N:6]([CH3:8])[CH:7]=1)(=[O:31])[CH3:30]. (2) The reactants are [CH3:1][O:2][C:3](=[O:11])[C:4]1[CH:9]=[CH:8][CH:7]=[C:6]([OH:10])[CH:5]=1.F[C:13]1[CH:18]=[CH:17][C:16]([F:19])=[CH:15][C:14]=1[N+:20]([O-:22])=[O:21].[CH3:23][O:24]C(=O)C1C=CC=CC=1OC1C=CC(F)=CC=1N.[CH3:42][O:43][C:44](=[O:60])[C:45]1[CH:50]=[CH:49][CH:48]=[C:47]([O:51][C:52]2[CH:57]=[CH:56][C:55]([F:58])=[CH:54][C:53]=2[NH2:59])[CH:46]=1.[NH2:61][C:62]1[S:63][CH:64]=[CH:65][N:66]=1. No catalyst specified. The product is [CH3:1][O:2][C:3](=[O:11])[C:4]1[CH:9]=[CH:8][CH:7]=[C:6]([O:10][C:13]2[CH:18]=[CH:17][C:16]([F:19])=[CH:15][C:14]=2[N+:20]([O-:22])=[O:21])[CH:5]=1.[CH3:42][O:43][C:44](=[O:60])[C:45]1[CH:50]=[CH:49][CH:48]=[C:47]([O:51][C:52]2[CH:57]=[CH:56][C:55]([F:58])=[CH:54][C:53]=2[NH:59][C:23]([NH:61][C:62]2[S:63][CH:64]=[CH:65][N:66]=2)=[O:24])[CH:46]=1. The yield is 0.500. (3) The reactants are [NH2:1][C:2]1[CH:3]=[CH:4][C:5]2[S:9][C:8]([CH3:10])=[N:7][C:6]=2[CH:11]=1.[C:12]1([N:18]2[C:28]3[C:23](=[CH:24][CH:25]=[CH:26][CH:27]=3)[C:21](=O)[C:19]2=[O:20])[CH:17]=[CH:16][CH:15]=[CH:14][CH:13]=1. No catalyst specified. The product is [CH3:10][C:8]1[S:9][C:5]2[CH:4]=[CH:3][C:2]([N:1]=[C:21]3[C:23]4[C:28](=[CH:27][CH:26]=[CH:25][CH:24]=4)[N:18]([C:12]4[CH:13]=[CH:14][CH:15]=[CH:16][CH:17]=4)[C:19]3=[O:20])=[CH:11][C:6]=2[N:7]=1. The yield is 0.323. (4) The reactants are [Br:1][C:2]1[CH:7]=[CH:6][C:5]([C@H:8]([NH2:10])[CH3:9])=[CH:4][CH:3]=1.[CH2:11]([S:13](Cl)(=[O:15])=[O:14])[CH3:12].N1C=CC=CC=1. The catalyst is C(Cl)Cl. The product is [Br:1][C:2]1[CH:7]=[CH:6][C:5]([C@H:8]([NH:10][S:13]([CH2:11][CH3:12])(=[O:15])=[O:14])[CH3:9])=[CH:4][CH:3]=1. The yield is 0.580. (5) The reactants are [NH:1]1[CH:5]=[N:4][C:3]([NH2:6])=[N:2]1.O=[C:8]1[CH2:11][CH:10]([C:12]([O:14][CH2:15][CH2:16][CH3:17])=[O:13])[CH2:9]1.C([BH3-])#N.[Na+].O. The catalyst is C(O)(=O)C. The product is [N:1]1[N:2]=[C:3]([NH:6][CH:8]2[CH2:11][CH:10]([C:12]([O:14][CH2:15][CH2:16][CH3:17])=[O:13])[CH2:9]2)[NH:4][CH:5]=1. The yield is 0.490. (6) The reactants are [C:1]([O:5][C:6]([N:8]1[C:16](=[O:17])[CH:15]2[CH:10]([CH:11]3[CH2:18][CH:14]2[CH:13]=[CH:12]3)[CH:9]1[C:19](C)(C)[O:20][SiH2]C(C)(C)C)=[O:7])([CH3:4])([CH3:3])[CH3:2].C(O)(=O)C.CCCC[N+](CCCC)(CCCC)CCCC.[F-]. The catalyst is C1COCC1.C(Cl)Cl. The product is [C:1]([O:5][C:6]([N:8]1[C:16](=[O:17])[CH:15]2[CH:10]([CH:11]3[CH2:18][CH:14]2[CH:13]=[CH:12]3)[CH:9]1[CH2:19][OH:20])=[O:7])([CH3:4])([CH3:3])[CH3:2]. The yield is 0.810. (7) The reactants are [H-].[H-].[H-].[H-].[Li+].[Al+3].[C:7]1([C@@H:13]([N@@:15]2[CH2:17][CH:16]2[C:18](OC)=[O:19])[CH3:14])[CH:12]=[CH:11][CH:10]=[CH:9][CH:8]=1.C1([C@@H]([N@]2CC2C(OC)=O)C)C=CC=CC=1.[OH-].[K+]. The catalyst is C1COCC1. The product is [C:7]1([C@@H:13]([N@:15]2[CH2:17][CH:16]2[CH2:18][OH:19])[CH3:14])[CH:8]=[CH:9][CH:10]=[CH:11][CH:12]=1. The yield is 0.900. (8) The reactants are C([O:3][C:4](=[O:31])[CH2:5][CH2:6][C:7]1[CH:12]=[CH:11][CH:10]=[C:9]([N:13]2[C:17]([NH:18][C:19]([C:21]3[CH:26]=[CH:25][CH:24]=[CH:23][N:22]=3)=[O:20])=[CH:16][C:15]([C:27]([CH3:30])([CH3:29])[CH3:28])=[N:14]2)[CH:8]=1)C.[Li+].[OH-]. The catalyst is CO. The product is [C:27]([C:15]1[CH:16]=[C:17]([NH:18][C:19]([C:21]2[CH:26]=[CH:25][CH:24]=[CH:23][N:22]=2)=[O:20])[N:13]([C:9]2[CH:8]=[C:7]([CH2:6][CH2:5][C:4]([OH:31])=[O:3])[CH:12]=[CH:11][CH:10]=2)[N:14]=1)([CH3:30])([CH3:28])[CH3:29]. The yield is 0.760.